This data is from Forward reaction prediction with 1.9M reactions from USPTO patents (1976-2016). The task is: Predict the product of the given reaction. (1) Given the reactants [OH-].[NH4+:2].Cl[C:4]([CH:6]([CH3:28])[CH2:7][CH2:8][N:9]1[C:13]2[CH:14]=[CH:15][CH:16]=[C:17]([CH3:18])[C:12]=2[N:11]=[C:10]1[CH2:19][O:20][C:21]1[CH:26]=[CH:25][C:24]([Cl:27])=[CH:23][CH:22]=1)=[O:5], predict the reaction product. The product is: [C:4]([CH:6]([CH3:28])[CH2:7][CH2:8][N:9]1[C:13]2[CH:14]=[CH:15][CH:16]=[C:17]([CH3:18])[C:12]=2[N:11]=[C:10]1[CH2:19][O:20][C:21]1[CH:22]=[CH:23][C:24]([Cl:27])=[CH:25][CH:26]=1)(=[O:5])[NH2:2]. (2) Given the reactants Br[C:2]1[CH:3]=[CH:4][C:5]2[O:9][C:8]([CH2:10][CH2:11][N:12]3[CH2:16][CH2:15][CH2:14][C@H:13]3[CH3:17])=[CH:7][C:6]=2[CH:18]=1.C([Li])(C)(C)C.[CH2:24]([Sn:28](Cl)([CH2:33][CH2:34][CH2:35][CH3:36])[CH2:29][CH2:30][CH2:31][CH3:32])[CH2:25][CH2:26][CH3:27], predict the reaction product. The product is: [CH3:17][C@@H:13]1[CH2:14][CH2:15][CH2:16][N:12]1[CH2:11][CH2:10][C:8]1[O:9][C:5]2[CH:4]=[CH:3][C:2]([Sn:28]([CH2:29][CH2:30][CH2:31][CH3:32])([CH2:33][CH2:34][CH2:35][CH3:36])[CH2:24][CH2:25][CH2:26][CH3:27])=[CH:18][C:6]=2[CH:7]=1. (3) The product is: [F:8][C:3]1[CH:4]=[CH:5][CH:6]=[CH:7][C:2]=1[C:17](=[O:25])[CH2:18][C:19]1[CH:24]=[CH:23][CH:22]=[CH:21][CH:20]=1. Given the reactants Br[C:2]1[CH:7]=[CH:6][CH:5]=[CH:4][C:3]=1[F:8].ClC1C=C([C:17](=[O:25])[CH2:18][C:19]2[CH:24]=[CH:23][CH:22]=[CH:21][CH:20]=2)C=C(Cl)C=1, predict the reaction product. (4) Given the reactants [CH:1]1([CH:4]([N:6]2[CH:11]=[C:10]([C:12]3[CH:16]=[CH:15][N:14]([CH3:17])[N:13]=3)[C:9](OC)=[C:8]([C:20]#[N:21])[C:7]2=[O:22])[CH3:5])[CH2:3][CH2:2]1.O.[NH2:24][NH2:25], predict the reaction product. The product is: [NH2:21][C:20]1[C:8]2[C:7](=[O:22])[N:6]([CH:4]([CH:1]3[CH2:3][CH2:2]3)[CH3:5])[CH:11]=[C:10]([C:12]3[CH:16]=[CH:15][N:14]([CH3:17])[N:13]=3)[C:9]=2[NH:25][N:24]=1. (5) Given the reactants [C:1](#[N:3])[CH3:2].C([Li])CCC.C(O[C:12](=[O:27])[CH2:13][C:14]1[CH:19]=[CH:18][C:17]([O:20][CH2:21][CH2:22][CH2:23][N:24]([CH3:26])[CH3:25])=[CH:16][CH:15]=1)C, predict the reaction product. The product is: [CH3:26][N:24]([CH3:25])[CH2:23][CH2:22][CH2:21][O:20][C:17]1[CH:16]=[CH:15][C:14]([CH2:13][C:12](=[O:27])[CH2:2][C:1]#[N:3])=[CH:19][CH:18]=1. (6) The product is: [Cl:25][C:26]1[C:27]([C:7]2[CH:12]=[CH:11][C:10]([F:13])=[C:9]([NH:14][CH2:15][C:16]3([CH3:22])[CH2:17][CH2:18][O:19][CH2:20][CH2:21]3)[N:8]=2)=[CH:28][C:29]([F:32])=[N:30][CH:31]=1. Given the reactants FC(F)(F)S(O[C:7]1[CH:12]=[CH:11][C:10]([F:13])=[C:9]([NH:14][CH2:15][C:16]2([CH3:22])[CH2:21][CH2:20][O:19][CH2:18][CH2:17]2)[N:8]=1)(=O)=O.[Cl:25][C:26]1[C:27](B(O)O)=[CH:28][C:29]([F:32])=[N:30][CH:31]=1.C(=O)([O-])[O-].[Na+].[Na+], predict the reaction product. (7) Given the reactants [Li+].[CH3:2]CC[CH2-].[Br:6][C:7]1[CH:12]=[CH:11][C:10](Br)=[CH:9]N=1.CN(C=O)C.[NH4+:19].[Cl-:20].O=S(Cl)Cl, predict the reaction product. The product is: [Br:6][C:7]1[N:19]=[C:9]([CH2:2][Cl:20])[CH:10]=[CH:11][CH:12]=1. (8) Given the reactants [O:1]1[CH2:6][CH2:5][CH2:4][CH2:3][CH:2]1[N:7]1[C:15]2[C:10](=[CH:11][C:12]([C:16]3[N:20]=[CH:19][N:18]([C:21]([C:34]4[CH:39]=[CH:38][CH:37]=[CH:36][CH:35]=4)([C:28]4[CH:33]=[CH:32][CH:31]=[CH:30][CH:29]=4)[C:22]4[CH:27]=[CH:26][CH:25]=[CH:24][CH:23]=4)[N:17]=3)=[CH:13][CH:14]=2)[C:9]([C:40]2[CH:41]=[C:42]([CH:47]=[CH:48][CH:49]=2)[C:43](OC)=[O:44])=[N:8]1.O.[OH-].[Li+].[C:53]([NH2:57])([CH3:56])([CH3:55])[CH3:54].O.ON1C2C=CC=CC=2N=N1.Cl.CN(C)CCCN=C=NCC, predict the reaction product. The product is: [C:53]([NH:57][C:43]([C:42]1[CH:47]=[CH:48][CH:49]=[C:40]([C:9]2[C:10]3[C:15](=[CH:14][CH:13]=[C:12]([C:16]4[N:20]=[CH:19][N:18]([C:21]([C:28]5[CH:29]=[CH:30][CH:31]=[CH:32][CH:33]=5)([C:22]5[CH:23]=[CH:24][CH:25]=[CH:26][CH:27]=5)[C:34]5[CH:35]=[CH:36][CH:37]=[CH:38][CH:39]=5)[N:17]=4)[CH:11]=3)[N:7]([CH:2]3[CH2:3][CH2:4][CH2:5][CH2:6][O:1]3)[N:8]=2)[CH:41]=1)=[O:44])([CH3:56])([CH3:55])[CH3:54]. (9) Given the reactants [Cl:1][C:2]1[C:7]([C:8]([OH:10])=O)=[C:6]([CH3:11])[CH:5]=[C:4]([Cl:12])[N:3]=1.[F:13][C:14]1[CH:15]=[C:16]([CH:19]=[CH:20][CH:21]=1)[CH2:17][NH2:18].CN(C(ON1N=NC2C=CC=NC1=2)=[N+](C)C)C.F[P-](F)(F)(F)(F)F.CCN(CC)CC, predict the reaction product. The product is: [Cl:1][C:2]1[C:7]([C:8]([NH:18][CH2:17][C:16]2[CH:19]=[CH:20][CH:21]=[C:14]([F:13])[CH:15]=2)=[O:10])=[C:6]([CH3:11])[CH:5]=[C:4]([Cl:12])[N:3]=1.